From a dataset of NCI-60 drug combinations with 297,098 pairs across 59 cell lines. Regression. Given two drug SMILES strings and cell line genomic features, predict the synergy score measuring deviation from expected non-interaction effect. (1) Drug 1: CN(C)N=NC1=C(NC=N1)C(=O)N. Drug 2: CC=C1C(=O)NC(C(=O)OC2CC(=O)NC(C(=O)NC(CSSCCC=C2)C(=O)N1)C(C)C)C(C)C. Cell line: SF-268. Synergy scores: CSS=62.2, Synergy_ZIP=2.98, Synergy_Bliss=-0.377, Synergy_Loewe=-69.6, Synergy_HSA=-3.96. (2) Drug 1: COC1=NC(=NC2=C1N=CN2C3C(C(C(O3)CO)O)O)N. Drug 2: C1=NC(=NC(=O)N1C2C(C(C(O2)CO)O)O)N. Cell line: CAKI-1. Synergy scores: CSS=34.9, Synergy_ZIP=8.27, Synergy_Bliss=11.9, Synergy_Loewe=-20.2, Synergy_HSA=8.30.